From a dataset of Reaction yield outcomes from USPTO patents with 853,638 reactions. Predict the reaction yield, written as a fraction of the theoretical maximum amount of product (1.0 means a 100% yield; for example, 0.34 means a 34% yield). (1) The reactants are [N+:1]([C:4]1[CH:5]=[C:6]2[C:11](=[O:12])[O:10][C:8](=O)[C:7]2=[CH:13][CH:14]=1)([O-:3])=[O:2].[NH2:15][CH2:16][CH2:17][CH2:18][CH2:19][CH2:20][C:21]([OH:23])=[O:22]. No catalyst specified. The product is [N+:1]([C:4]1[CH:5]=[C:6]2[C:11](=[O:12])[N:15]([CH2:16][CH2:17][CH2:18][CH2:19][CH2:20][C:21]([OH:23])=[O:22])[C:8](=[O:10])[C:7]2=[CH:13][CH:14]=1)([O-:3])=[O:2]. The yield is 0.970. (2) The reactants are CN[C@H:3]1[CH2:8][CH2:7][C@H:6]([OH:9])[CH2:5][CH2:4]1.[C:10](O[C:10]([O:12][C:13]([CH3:16])([CH3:15])[CH3:14])=[O:11])([O:12][C:13]([CH3:16])([CH3:15])[CH3:14])=[O:11].[C:25](#[N:27])C. No catalyst specified. The product is [OH:9][C@H:6]1[CH2:5][CH2:4][C@H:3]([CH2:25][NH:27][C:10](=[O:11])[O:12][C:13]([CH3:16])([CH3:15])[CH3:14])[CH2:8][CH2:7]1. The yield is 0.870. (3) The reactants are [Cl:1][C:2]1[C:3]([C:16]2[CH:17]=[N:18][CH:19]=[CH:20][CH:21]=2)=[N:4][C:5]([NH:8][C@@H:9]2[CH2:14][CH2:13][CH2:12][C@H:11]([NH2:15])[CH2:10]2)=[N:6][CH:7]=1.Cl.[C:23]([O:27][C:28]([NH:30][C:31]1[CH:39]=[CH:38][C:34]([C:35](O)=[O:36])=[CH:33][CH:32]=1)=[O:29])([CH3:26])([CH3:25])[CH3:24].CN(C(ON1N=NC2C=CC=CC1=2)=[N+](C)C)C.F[P-](F)(F)(F)(F)F.CCN(C(C)C)C(C)C. The catalyst is CN(C=O)C.CCOC(C)=O.C([O-])(O)=O.[Na+]. The product is [Cl:1][C:2]1[C:3]([C:16]2[CH:17]=[N:18][CH:19]=[CH:20][CH:21]=2)=[N:4][C:5]([NH:8][C@@H:9]2[CH2:14][CH2:13][CH2:12][C@H:11]([NH:15][C:35]([C:34]3[CH:33]=[CH:32][C:31]([NH:30][C:28](=[O:29])[O:27][C:23]([CH3:25])([CH3:24])[CH3:26])=[CH:39][CH:38]=3)=[O:36])[CH2:10]2)=[N:6][CH:7]=1. The yield is 0.830. (4) The reactants are [CH3:1][S:2][C:3]1[CH:8]=[CH:7][N:6]=[C:5]([C:9]2[S:10][C:11]3[CH:19]=[CH:18][CH:17]=[CH:16][C:12]=3[C:13](=[O:15])[N:14]=2)[CH:4]=1.ClC1C=CC=C(C(OO)=[O:28])C=1. The catalyst is C(Cl)(Cl)Cl. The product is [CH3:1][S:2]([C:3]1[CH:8]=[CH:7][N:6]=[C:5]([C:9]2[S:10][C:11]3[CH:19]=[CH:18][CH:17]=[CH:16][C:12]=3[C:13](=[O:15])[N:14]=2)[CH:4]=1)=[O:28]. The yield is 0.770. (5) The yield is 0.720. The catalyst is CN(C)C=O. The reactants are [CH2:1]([C:3]([C:28]1[CH:33]=[CH:32][C:31](B2OC(C)(C)C(C)(C)O2)=[C:30]([CH3:43])[CH:29]=1)([C:6]1[CH:11]=[CH:10][C:9]([C:12]#[C:13][C:14]([O:23][CH2:24][O:25][CH3:26])([C:19]([F:22])([F:21])[F:20])[C:15]([F:18])([F:17])[F:16])=[C:8]([CH3:27])[CH:7]=1)[CH2:4][CH3:5])[CH3:2].[CH3:44][O:45][C:46](=[O:55])[CH2:47][C:48]1[CH:49]=[N:50][CH:51]=[C:52](Br)[CH:53]=1.P([O-])([O-])([O-])=O.[K+].[K+].[K+]. The product is [CH3:44][O:45][C:46](=[O:55])[CH2:47][C:48]1[CH:49]=[N:50][CH:51]=[C:52]([C:31]2[CH:32]=[CH:33][C:28]([C:3]([CH2:4][CH3:5])([C:6]3[CH:11]=[CH:10][C:9]([C:12]#[C:13][C:14]([O:23][CH2:24][O:25][CH3:26])([C:19]([F:21])([F:22])[F:20])[C:15]([F:17])([F:18])[F:16])=[C:8]([CH3:27])[CH:7]=3)[CH2:1][CH3:2])=[CH:29][C:30]=2[CH3:43])[CH:53]=1.